Dataset: Reaction yield outcomes from USPTO patents with 853,638 reactions. Task: Predict the reaction yield, written as a fraction of the theoretical maximum amount of product (1.0 means a 100% yield; for example, 0.34 means a 34% yield). (1) The product is [CH3:20][S:21]([OH:24])(=[O:23])=[O:22].[CH3:1][C:2]1[N:3]=[CH:4][N:5]([C:7]2[CH:12]=[C:11]([C:13]([F:15])([F:14])[F:16])[CH:10]=[C:9]([N+:17]([O-:19])=[O:18])[CH:8]=2)[CH:6]=1. The catalyst is C(OCC)(=O)C. The reactants are [CH3:1][C:2]1[N:3]=[CH:4][N:5]([C:7]2[CH:12]=[C:11]([C:13]([F:16])([F:15])[F:14])[CH:10]=[C:9]([N+:17]([O-:19])=[O:18])[CH:8]=2)[CH:6]=1.[CH3:20][S:21]([OH:24])(=[O:23])=[O:22]. The yield is 0.541. (2) The reactants are [F:1][C:2]1[CH:3]=[C:4]([CH:6]=[CH:7][C:8]=1[O:9][CH3:10])[NH2:5].CCN(C(C)C)C(C)C.[C:20](OC(=O)C)(=[O:22])[CH3:21]. The catalyst is C(Cl)Cl.CN(C1C=CN=CC=1)C. The product is [F:1][C:2]1[CH:3]=[C:4]([NH:5][C:20](=[O:22])[CH3:21])[CH:6]=[CH:7][C:8]=1[O:9][CH3:10]. The yield is 0.720. (3) The reactants are [Li+].[OH-].C[O:4][C:5](=[O:46])[CH:6]([N:18]1[CH2:23][CH2:22][N:21]([C:24](=[O:42])[CH:25]([NH:34][C:35]([O:37][C:38]([CH3:41])([CH3:40])[CH3:39])=[O:36])[CH2:26][C:27]2[CH:32]=[CH:31][C:30]([F:33])=[CH:29][CH:28]=2)[CH:20]([CH2:43][O:44][CH3:45])[CH2:19]1)[CH2:7][C:8]1[CH:17]=[CH:16][C:15]2[C:10](=[CH:11][CH:12]=[CH:13][CH:14]=2)[CH:9]=1.Cl. The catalyst is C1COCC1.O. The product is [C:38]([O:37][C:35]([NH:34][CH:25]([CH2:26][C:27]1[CH:32]=[CH:31][C:30]([F:33])=[CH:29][CH:28]=1)[C:24]([N:21]1[CH2:22][CH2:23][N:18]([CH:6]([CH2:7][C:8]2[CH:17]=[CH:16][C:15]3[C:10](=[CH:11][CH:12]=[CH:13][CH:14]=3)[CH:9]=2)[C:5]([OH:46])=[O:4])[CH2:19][CH:20]1[CH2:43][O:44][CH3:45])=[O:42])=[O:36])([CH3:41])([CH3:39])[CH3:40]. The yield is 1.00. (4) The reactants are [Cl:1][C:2]1[CH:11]=[CH:10][C:5]([C:6]([O:8][CH3:9])=[O:7])=[C:4](I)[CH:3]=1.[Br:13][C:14]1[CH:20]=[CH:19][C:17]([NH2:18])=[C:16]([N+:21]([O-:23])=[O:22])[CH:15]=1.C([O-])([O-])=O.[K+].[K+]. The catalyst is ClC1C=CC=CC=1.C(OCC)(=O)C.[Cu]. The product is [Br:13][C:14]1[CH:20]=[CH:19][C:17]([NH:18][C:4]2[CH:3]=[C:2]([Cl:1])[CH:11]=[CH:10][C:5]=2[C:6]([O:8][CH3:9])=[O:7])=[C:16]([N+:21]([O-:23])=[O:22])[CH:15]=1. The yield is 0.890.